Dataset: Forward reaction prediction with 1.9M reactions from USPTO patents (1976-2016). Task: Predict the product of the given reaction. (1) Given the reactants [H-].[Na+].[Cl:3][C:4]([Cl:22])([Cl:21])[CH2:5][O:6][C:7]([NH:9][C:10]1[CH:11]=[C:12]([CH:18]=[CH:19][CH:20]=1)[C:13]([O:15][CH2:16][CH3:17])=[O:14])=[O:8].S(OC)(O[CH3:27])(=O)=O.O, predict the reaction product. The product is: [CH3:27][N:9]([C:10]1[CH:11]=[C:12]([CH:18]=[CH:19][CH:20]=1)[C:13]([O:15][CH2:16][CH3:17])=[O:14])[C:7]([O:6][CH2:5][C:4]([Cl:21])([Cl:22])[Cl:3])=[O:8]. (2) Given the reactants [NH2:1][C:2]1[C:3](=[O:9])[NH:4][C:5]([CH3:8])=[CH:6][CH:7]=1.[N:10]1(C(N2C=CN=C2)=N)C=CN=[CH:11]1, predict the reaction product. The product is: [CH3:8][C:5]1[N:4]=[C:3]2[O:9][C:11]([NH2:10])=[N:1][C:2]2=[CH:7][CH:6]=1. (3) Given the reactants [CH3:1][O:2][C:3]([C:5]1[CH:6]=[C:7](B(O)O)[CH:8]=[CH:9][CH:10]=1)=[O:4].O.O.P([O-])([O-])([O-])=O.[K+].[K+].[K+].[NH2:24][C:25]1[CH:34]=[CH:33][C:32]([C:35]([C:37]2[N:45]3[C:40]([CH:41]=[CH:42][CH:43]=[CH:44]3)=[C:39](Br)[C:38]=2[CH3:47])=[O:36])=[CH:31][C:26]=1[C:27]([O:29][CH3:30])=[O:28], predict the reaction product. The product is: [NH2:24][C:25]1[CH:34]=[CH:33][C:32]([C:35]([C:37]2[N:45]3[C:40]([CH:41]=[CH:42][CH:43]=[CH:44]3)=[C:39]([C:9]3[CH:8]=[CH:7][CH:6]=[C:5]([C:3]([O:2][CH3:1])=[O:4])[CH:10]=3)[C:38]=2[CH3:47])=[O:36])=[CH:31][C:26]=1[C:27]([O:29][CH3:30])=[O:28].